From a dataset of Forward reaction prediction with 1.9M reactions from USPTO patents (1976-2016). Predict the product of the given reaction. (1) Given the reactants [NH2:1][C:2]1[CH:7]=[C:6]([NH:8][C:9]([C:11]2[N:12]([CH2:21][C:22]3[CH:27]=[CH:26][CH:25]=[C:24]([F:28])[CH:23]=3)[C:13]3[C:18]([CH:19]=2)=[CH:17][C:16]([F:20])=[CH:15][CH:14]=3)=[O:10])[CH:5]=[CH:4][N:3]=1.Br[CH2:30][C:31]([C:33]1[S:34][CH:35]=[CH:36][CH:37]=1)=O, predict the reaction product. The product is: [S:34]1[CH:35]=[CH:36][CH:37]=[C:33]1[C:31]1[N:1]=[C:2]2[CH:7]=[C:6]([NH:8][C:9]([C:11]3[N:12]([CH2:21][C:22]4[CH:27]=[CH:26][CH:25]=[C:24]([F:28])[CH:23]=4)[C:13]4[C:18]([CH:19]=3)=[CH:17][C:16]([F:20])=[CH:15][CH:14]=4)=[O:10])[CH:5]=[CH:4][N:3]2[CH:30]=1. (2) The product is: [C:1]([O:5][C:6](=[O:24])[NH:7][C:8]1[CH:13]=[CH:12][C:11]([C:14]2[CH:19]=[CH:18][CH:17]=[CH:16][C:15]=2[CH3:20])=[CH:10][C:9]=1[NH2:21])([CH3:4])([CH3:2])[CH3:3]. Given the reactants [C:1]([O:5][C:6](=[O:24])[NH:7][C:8]1[CH:13]=[CH:12][C:11]([C:14]2[CH:19]=[CH:18][CH:17]=[CH:16][C:15]=2[CH3:20])=[CH:10][C:9]=1[N+:21]([O-])=O)([CH3:4])([CH3:3])[CH3:2], predict the reaction product. (3) Given the reactants [C:1]([O:5][C:6](=[O:40])[CH2:7][CH:8]([NH:13][C:14](=[O:39])[C@@H:15]([N:23]1[CH:28]=[CH:27][CH:26]=[C:25]([NH:29][C:30](=[O:37])[C:31]2[CH:36]=[CH:35][CH:34]=[CH:33][CH:32]=2)[C:24]1=[O:38])[CH2:16][C:17]1[CH:22]=[CH:21][CH:20]=[CH:19][CH:18]=1)[CH:9]([OH:12])[CH2:10][F:11])([CH3:4])([CH3:3])[CH3:2].CC(OI1(OC(C)=O)(OC(C)=O)OC(=O)C2C1=CC=CC=2)=O.C(=O)([O-])O.[Na+].S([O-])([O-])(=O)=S.[Na+].[Na+], predict the reaction product. The product is: [C:1]([O:5][C:6](=[O:40])[CH2:7][CH:8]([NH:13][C:14](=[O:39])[C@@H:15]([N:23]1[CH:28]=[CH:27][CH:26]=[C:25]([NH:29][C:30](=[O:37])[C:31]2[CH:36]=[CH:35][CH:34]=[CH:33][CH:32]=2)[C:24]1=[O:38])[CH2:16][C:17]1[CH:22]=[CH:21][CH:20]=[CH:19][CH:18]=1)[C:9](=[O:12])[CH2:10][F:11])([CH3:4])([CH3:2])[CH3:3]. (4) The product is: [O:23]([CH:24]([C:25]1[N:3]=[N:2][N:1]([C:4]2[CH:5]=[CH:6][C:7]3[O:11][C:10]([C:12]4[S:16][CH:15]=[N:14][CH:13]=4)=[N:9][C:8]=3[CH:17]=2)[CH:26]=1)[CH3:29])[C:58]1[CH:57]=[CH:56][CH:61]=[CH:60][CH:59]=1. Given the reactants [N:1]([C:4]1[CH:5]=[CH:6][C:7]2[O:11][C:10]([C:12]3[S:16][CH:15]=[N:14][CH:13]=3)=[N:9][C:8]=2[CH:17]=1)=[N+:2]=[N-:3].CC(N(C1C=CC(Cl)=CC=1)C(=O)[O:23][C:24]1[CH:29]=CC=[C:26](C(=O)C)[CH:25]=1)C.CCN(C(C)C)C(C)C.C(OCC)(=O)C.[CH3:56][CH2:57][CH2:58][CH2:59][CH2:60][CH3:61], predict the reaction product. (5) Given the reactants [C:1](#[N:5])[CH2:2][C:3]#[N:4].[C:6]([CH3:16])(OCC)(OCC)[O:7][CH2:8][CH3:9], predict the reaction product. The product is: [CH2:6]([O:7][C:8](=[C:2]([C:1]#[N:5])[C:3]#[N:4])[CH3:9])[CH3:16]. (6) Given the reactants [CH2:1]([O:3][C:4]([C@H:6]1[CH2:11][CH2:10][C@H:9]([C:12]2[C:13](N)=[N:14][CH:15]=[CH:16][CH:17]=2)[CH2:8][CH2:7]1)=[O:5])[CH3:2].N1C=CC=CC=1.N([O-])=O.[Na+].[FH:29], predict the reaction product. The product is: [CH2:1]([O:3][C:4]([C@H:6]1[CH2:11][CH2:10][C@H:9]([C:12]2[C:13]([F:29])=[N:14][CH:15]=[CH:16][CH:17]=2)[CH2:8][CH2:7]1)=[O:5])[CH3:2].